This data is from NCI-60 drug combinations with 297,098 pairs across 59 cell lines. The task is: Regression. Given two drug SMILES strings and cell line genomic features, predict the synergy score measuring deviation from expected non-interaction effect. (1) Drug 1: CC12CCC(CC1=CCC3C2CCC4(C3CC=C4C5=CN=CC=C5)C)O. Drug 2: C1CN(CCN1C(=O)CCBr)C(=O)CCBr. Cell line: HOP-62. Synergy scores: CSS=27.0, Synergy_ZIP=-4.01, Synergy_Bliss=2.69, Synergy_Loewe=-1.82, Synergy_HSA=0.813. (2) Drug 1: C1CCN(CC1)CCOC2=CC=C(C=C2)C(=O)C3=C(SC4=C3C=CC(=C4)O)C5=CC=C(C=C5)O. Drug 2: CCCCCOC(=O)NC1=NC(=O)N(C=C1F)C2C(C(C(O2)C)O)O. Cell line: SK-OV-3. Synergy scores: CSS=-3.17, Synergy_ZIP=2.30, Synergy_Bliss=-2.93, Synergy_Loewe=-8.15, Synergy_HSA=-7.86. (3) Cell line: MALME-3M. Drug 2: C1C(C(OC1N2C=NC3=C(N=C(N=C32)Cl)N)CO)O. Drug 1: CN(C)N=NC1=C(NC=N1)C(=O)N. Synergy scores: CSS=3.49, Synergy_ZIP=0.402, Synergy_Bliss=-1.87, Synergy_Loewe=-10.4, Synergy_HSA=-4.96. (4) Drug 1: CS(=O)(=O)CCNCC1=CC=C(O1)C2=CC3=C(C=C2)N=CN=C3NC4=CC(=C(C=C4)OCC5=CC(=CC=C5)F)Cl. Drug 2: N.N.Cl[Pt+2]Cl. Cell line: HS 578T. Synergy scores: CSS=7.07, Synergy_ZIP=-1.98, Synergy_Bliss=4.64, Synergy_Loewe=1.18, Synergy_HSA=3.24.